This data is from Forward reaction prediction with 1.9M reactions from USPTO patents (1976-2016). The task is: Predict the product of the given reaction. (1) Given the reactants [CH:1]([C:4]1[CH:10]=[CH:9][C:7]([NH2:8])=[CH:6][CH:5]=1)([CH3:3])[CH3:2].[F:11][C:12]([F:22])([F:21])[C:13]1[CH:20]=[CH:19][C:16]([CH:17]=O)=[CH:15][CH:14]=1.C(Cl)Cl, predict the reaction product. The product is: [CH:1]([C:4]1[CH:10]=[CH:9][C:7](/[N:8]=[CH:17]/[C:16]2[CH:15]=[CH:14][C:13]([C:12]([F:11])([F:21])[F:22])=[CH:20][CH:19]=2)=[CH:6][CH:5]=1)([CH3:3])[CH3:2]. (2) Given the reactants Cl[C:2]1[N:7]=[C:6]([C:8]2[C:9]([C:17]3[CH:22]=[CH:21][C:20]([F:23])=[CH:19][CH:18]=3)=[N:10][N:11]3[CH2:16][CH2:15][CH2:14][CH2:13][C:12]=23)[CH:5]=[CH:4][N:3]=1.[C:24]([NH2:27])(=[O:26])[CH3:25].[H-].[Na+], predict the reaction product. The product is: [F:23][C:20]1[CH:21]=[CH:22][C:17]([C:9]2[C:8]([C:6]3[CH:5]=[CH:4][N:3]=[C:2]([NH:27][C:24](=[O:26])[CH3:25])[N:7]=3)=[C:12]3[CH2:13][CH2:14][CH2:15][CH2:16][N:11]3[N:10]=2)=[CH:18][CH:19]=1.